Predict the reactants needed to synthesize the given product. From a dataset of Retrosynthesis with 50K atom-mapped reactions and 10 reaction types from USPTO. (1) Given the product O=c1ccn2c3ccc(Br)cc3c3cc(OCCCCO)cc1c32, predict the reactants needed to synthesize it. The reactants are: O=c1ccn2c3ccc(Br)cc3c3cc(O)cc1c32.OCCCCCl. (2) Given the product O=C(OCCOC1CCCCO1)c1cnc(Cl)cn1, predict the reactants needed to synthesize it. The reactants are: O=C(O)c1cnc(Cl)cn1.OCCOC1CCCCO1.